From a dataset of Forward reaction prediction with 1.9M reactions from USPTO patents (1976-2016). Predict the product of the given reaction. (1) Given the reactants [CH3:1][CH:2]1[CH2:11][C:10]2[C:5](=[CH:6][CH:7]=[C:8]([CH2:12][CH2:13][N:14]3[CH2:19][CH2:18][N:17](C(OCCCC)=O)[CH2:16][CH2:15]3)[CH:9]=2)[C:4](=[O:27])[O:3]1.[ClH:28], predict the reaction product. The product is: [ClH:28].[CH3:1][CH:2]1[CH2:11][C:10]2[C:5](=[CH:6][CH:7]=[C:8]([CH2:12][CH2:13][N:14]3[CH2:15][CH2:16][NH:17][CH2:18][CH2:19]3)[CH:9]=2)[C:4](=[O:27])[O:3]1. (2) Given the reactants [F:1][C:2]1[CH:7]=[C:6]([S:8]([CH3:11])(=[O:10])=[O:9])[CH:5]=[CH:4][C:3]=1[NH:12][C@H:13]1[CH2:17][CH2:16][N:15]([CH:18]2[CH2:23][CH2:22][NH:21][CH2:20][CH2:19]2)[C:14]1=[O:24].Br[C:26]1[CH:27]=[N:28][C:29]([CH2:32][CH3:33])=[N:30][CH:31]=1.C([O-])([O-])=O.[Cs+].[Cs+], predict the reaction product. The product is: [CH2:32]([C:29]1[N:30]=[CH:31][C:26]([N:21]2[CH2:22][CH2:23][CH:18]([N:15]3[CH2:16][CH2:17][C@H:13]([NH:12][C:3]4[CH:4]=[CH:5][C:6]([S:8]([CH3:11])(=[O:10])=[O:9])=[CH:7][C:2]=4[F:1])[C:14]3=[O:24])[CH2:19][CH2:20]2)=[CH:27][N:28]=1)[CH3:33]. (3) Given the reactants [CH3:1][Mg+].[Br-].[F:4][C:5]1[CH:16]=[CH:15][CH:14]=[C:13]([F:17])[C:6]=1[C:7]([NH:9]/[CH:10]=[CH:11]\I)=[O:8].Cl, predict the reaction product. The product is: [F:4][C:5]1[CH:16]=[CH:15][CH:14]=[C:13]([F:17])[C:6]=1[C:7]([NH:9]/[CH:10]=[CH:11]\[CH3:1])=[O:8]. (4) Given the reactants Cl[C:2]1[N:7]=[C:6]([NH:8][CH2:9][C:10]2[CH:15]=[CH:14][CH:13]=[C:12]([O:16][CH3:17])[CH:11]=2)[C:5]([Cl:18])=[CH:4][N:3]=1.[CH3:19][O:20][C:21]1[CH:22]=[C:23]([NH2:27])[CH:24]=[CH:25][CH:26]=1.O.C1(C)C=CC(S(O)(=O)=O)=CC=1.C([O-])(O)=O.[Na+], predict the reaction product. The product is: [Cl:18][C:5]1[C:6]([NH:8][CH2:9][C:10]2[CH:15]=[CH:14][CH:13]=[C:12]([O:16][CH3:17])[CH:11]=2)=[N:7][C:2]([NH:27][C:23]2[CH:24]=[CH:25][CH:26]=[C:21]([O:20][CH3:19])[CH:22]=2)=[N:3][CH:4]=1. (5) The product is: [Br:1][CH:2]1[C:10]2([CH2:15][CH2:14][N:13]([C:16]([O:18][CH2:19][C:20]3[CH:25]=[CH:24][CH:23]=[CH:22][CH:21]=3)=[O:17])[CH2:12][CH2:11]2)[CH2:9][C:8]2[CH:7]=[N:6][N:5]([C:26]([CH3:28])([CH3:27])[CH3:29])[C:4]=2[C:3]1=[O:30]. Given the reactants [Br:1][CH:2]1[C:10]2([CH2:15][CH2:14][N:13]([C:16]([O:18][CH2:19][C:20]3[CH:25]=[CH:24][CH:23]=[CH:22][CH:21]=3)=[O:17])[CH2:12][CH2:11]2)[CH2:9][C:8]2[CH:7]=[N:6][N:5]([C:26]([CH3:29])([CH3:28])[CH3:27])[C:4]=2[CH:3]1[OH:30].CC(C)=O.OS(O)(=O)=O.O=[Cr](=O)=O, predict the reaction product.